This data is from Peptide-MHC class II binding affinity with 134,281 pairs from IEDB. The task is: Regression. Given a peptide amino acid sequence and an MHC pseudo amino acid sequence, predict their binding affinity value. This is MHC class II binding data. (1) The peptide sequence is RGLLRRARGGPHHRR. The binding affinity (normalized) is 0.479. The MHC is DRB1_1302 with pseudo-sequence DRB1_1302. (2) The binding affinity (normalized) is 0.0615. The peptide sequence is SNNGIKQQGIRYANP. The MHC is HLA-DQA10401-DQB10402 with pseudo-sequence HLA-DQA10401-DQB10402.